Task: Predict which catalyst facilitates the given reaction.. Dataset: Catalyst prediction with 721,799 reactions and 888 catalyst types from USPTO Reactant: [Br:1][C:2]1[C:3]([OH:10])=[C:4]([CH:7]=[CH:8][CH:9]=1)[CH:5]=[O:6].[C:11](=O)([O-])[O-].[Cs+].[Cs+].CI.O. Product: [Br:1][C:2]1[C:3]([O:10][CH3:11])=[C:4]([CH:7]=[CH:8][CH:9]=1)[CH:5]=[O:6]. The catalyst class is: 9.